This data is from Full USPTO retrosynthesis dataset with 1.9M reactions from patents (1976-2016). The task is: Predict the reactants needed to synthesize the given product. Given the product [Br:1][C:2]1[CH:16]=[CH:15][C:14]([F:17])=[CH:13][C:3]=1[O:4][CH:5]1[CH2:10][CH2:9][N:8]([C:11](=[N:19][OH:20])[NH2:12])[CH2:7][CH2:6]1, predict the reactants needed to synthesize it. The reactants are: [Br:1][C:2]1[CH:16]=[CH:15][C:14]([F:17])=[CH:13][C:3]=1[O:4][CH:5]1[CH2:10][CH2:9][N:8]([C:11]#[N:12])[CH2:7][CH2:6]1.Cl.[NH2:19][OH:20].C([O-])([O-])=O.[Na+].[Na+].